From a dataset of Peptide-MHC class II binding affinity with 134,281 pairs from IEDB. Regression. Given a peptide amino acid sequence and an MHC pseudo amino acid sequence, predict their binding affinity value. This is MHC class II binding data. (1) The peptide sequence is TWHYCGSYVTKTSGS. The MHC is HLA-DQA10201-DQB10301 with pseudo-sequence HLA-DQA10201-DQB10301. The binding affinity (normalized) is 0.787. (2) The peptide sequence is YDKFLTNVSTVLTGK. The MHC is DRB1_0404 with pseudo-sequence DRB1_0404. The binding affinity (normalized) is 0.604. (3) The peptide sequence is RKPLDNIKDNVGKME. The MHC is DRB3_0101 with pseudo-sequence DRB3_0101. The binding affinity (normalized) is 0.407. (4) The peptide sequence is SMHLMLANAGRSSGS. The MHC is DRB1_0401 with pseudo-sequence DRB1_0401. The binding affinity (normalized) is 0.832. (5) The peptide sequence is KYKTFEAAFTVSSKR. The MHC is HLA-DPA10201-DPB10101 with pseudo-sequence HLA-DPA10201-DPB10101. The binding affinity (normalized) is 0.586. (6) The peptide sequence is IEKVDAAFKVAATAANAAPA. The MHC is HLA-DQA10102-DQB10602 with pseudo-sequence HLA-DQA10102-DQB10602. The binding affinity (normalized) is 0.706. (7) The peptide sequence is VRKDISEWQPSKGWN. The MHC is DRB5_0101 with pseudo-sequence DRB5_0101. The binding affinity (normalized) is 0.493. (8) The peptide sequence is MKNLVWNDELAYVAQ. The MHC is DRB1_0405 with pseudo-sequence DRB1_0405. The binding affinity (normalized) is 0.160. (9) The peptide sequence is VTLRIRNVRFSDEGG. The MHC is DRB1_0301 with pseudo-sequence DRB1_0301. The binding affinity (normalized) is 0.120. (10) The peptide sequence is LTEWTSSNVMEERY. The binding affinity (normalized) is 0.295. The MHC is HLA-DQA10301-DQB10301 with pseudo-sequence HLA-DQA10301-DQB10301.